From a dataset of Full USPTO retrosynthesis dataset with 1.9M reactions from patents (1976-2016). Predict the reactants needed to synthesize the given product. (1) Given the product [CH:17]1([O:13][C:12](=[O:14])[CH2:11][CH2:10][CH2:9][CH2:8][CH2:7][CH2:6][CH2:5][CH2:4][CH2:3][CH2:2][C:1]([O:16][CH:33]2[CH2:44][CH2:43][CH2:42][CH2:41][CH2:40][CH2:39][CH2:38][CH2:37][CH2:36][CH2:35][CH2:34]2)=[O:15])[CH2:28][CH2:27][CH2:26][CH2:25][CH2:24][CH2:23][CH2:22][CH2:21][CH2:20][CH2:19][CH2:18]1, predict the reactants needed to synthesize it. The reactants are: [C:1]([OH:16])(=[O:15])[CH2:2][CH2:3][CH2:4][CH2:5][CH2:6][CH2:7][CH2:8][CH2:9][CH2:10][CH2:11][C:12]([OH:14])=[O:13].[C:17](Cl)(=O)[CH2:18][CH2:19][CH2:20][CH2:21][CH2:22][CH2:23][CH2:24][CH2:25][CH2:26][CH2:27][C:28](Cl)=O.[CH:33]1(O)[CH2:44][CH2:43][CH2:42][CH2:41][CH2:40][CH2:39][CH2:38][CH2:37][CH2:36][CH2:35][CH2:34]1.N1C=CC=CC=1. (2) Given the product [Cl:1][C:2]1[CH:3]=[C:4]([NH:9][C:10]([N:31]2[C@@H:30]([CH3:33])[C:29](=[O:34])[N:28]3[C@@H:24]([CH2:23][CH2:22][CH2:21][N:19]4[CH2:18][CH2:17][C:14]5([CH2:15][CH2:16]5)[C@H:13]([OH:12])[CH2:20]4)[CH2:25][O:26][C:27]3([CH3:35])[CH2:32]2)=[O:11])[CH:5]=[CH:6][C:7]=1[Cl:8], predict the reactants needed to synthesize it. The reactants are: [Cl:1][C:2]1[CH:3]=[C:4]([N:9]=[C:10]=[O:11])[CH:5]=[CH:6][C:7]=1[Cl:8].[OH:12][C@@H:13]1[CH2:20][N:19]([CH2:21][CH2:22][CH2:23][C@@H:24]2[N:28]3[C:29](=[O:34])[C@H:30]([CH3:33])[NH:31][CH2:32][C:27]3([CH3:35])[O:26][CH2:25]2)[CH2:18][CH2:17][C:14]21[CH2:16][CH2:15]2. (3) Given the product [NH2:16][CH2:15][CH:14]([C:10]1[CH:11]=[CH:12][CH:13]=[C:8]([Cl:7])[CH:9]=1)[OH:17], predict the reactants needed to synthesize it. The reactants are: [H-].[H-].[H-].[H-].[Li+].[Al+3].[Cl:7][C:8]1[CH:9]=[C:10]([CH:14]([OH:17])[C:15]#[N:16])[CH:11]=[CH:12][CH:13]=1.[OH-].[Na+]. (4) Given the product [CH:3]([O:6][C:7]([N:9]1[CH2:10][CH2:11][CH:12]([O:15][C:21]2[C:22]([O:23][CH3:24])=[C:17]([Cl:16])[N:18]=[CH:19][N:20]=2)[CH2:13][CH2:14]1)=[O:8])([CH3:5])[CH3:4], predict the reactants needed to synthesize it. The reactants are: [H-].[Na+].[CH:3]([O:6][C:7]([N:9]1[CH2:14][CH2:13][CH:12]([OH:15])[CH2:11][CH2:10]1)=[O:8])([CH3:5])[CH3:4].[Cl:16][C:17]1[C:22]([O:23][CH3:24])=[C:21](Cl)[N:20]=[CH:19][N:18]=1.[H-].[Na+].CN(C=O)C.